From a dataset of Forward reaction prediction with 1.9M reactions from USPTO patents (1976-2016). Predict the product of the given reaction. (1) Given the reactants [O:1]1CCO[C:2]21[CH2:21][C:10]1[CH:11]=[C:12]3[C:16](=[CH:17][C:9]=1[CH2:8][CH2:7][CH2:6]2)[N:15]([C:18](=[O:20])[CH3:19])[N:14]=[CH:13]3.C(O)CO.CC1C=CC(S(O)(=O)=O)=CC=1.[OH-].[K+], predict the reaction product. The product is: [C:18]([N:15]1[C:16]2[C:12](=[CH:11][C:10]3[CH2:21][C:2](=[O:1])[CH2:6][CH2:7][CH2:8][C:9]=3[CH:17]=2)[CH:13]=[N:14]1)(=[O:20])[CH3:19]. (2) Given the reactants [CH3:1][O:2][C@@H:3]([C@@H:33]([N:38]([CH3:46])[C:39](=[O:45])[C@H:40]([CH:42]([CH3:44])[CH3:43])[NH2:41])[C@@H:34]([CH3:37])[CH2:35][CH3:36])[CH2:4][C:5]([N:7]1[CH2:11][CH2:10][CH2:9][C@H:8]1[C@H:12]([O:31][CH3:32])[C@@H:13]([CH3:30])[C:14](=[O:29])[NH:15][C@H:16]([C:24]1[S:25][CH:26]=[CH:27][N:28]=1)[CH2:17][C:18]1[CH:23]=[CH:22][CH:21]=[CH:20][CH:19]=1)=[O:6].[CH:47]1[C:59]2[CH:58]([CH2:60][O:61][C:62]([NH:64][CH2:65][C:66]([CH3:71])([CH3:70])[C:67](O)=[O:68])=[O:63])[C:57]3[C:52](=[CH:53][CH:54]=[CH:55][CH:56]=3)[C:51]=2[CH:50]=[CH:49][CH:48]=1.C(N(C(C)C)CC)(C)C.CN(C(ON1N=NC2C=CC=NC1=2)=[N+](C)C)C.F[P-](F)(F)(F)(F)F, predict the reaction product. The product is: [CH:56]1[C:57]2[CH:58]([CH2:60][O:61][C:62]([NH:64][CH2:65][C:66]([CH3:71])([CH3:70])[C:67]([NH:41][C@H:40]([C:39]([N:38]([C@@H:33]([C@@H:34]([CH3:37])[CH2:35][CH3:36])[C@H:3]([O:2][CH3:1])[CH2:4][C:5]([N:7]3[CH2:11][CH2:10][CH2:9][C@H:8]3[C@H:12]([O:31][CH3:32])[C@@H:13]([CH3:30])[C:14](=[O:29])[NH:15][C@H:16]([C:24]3[S:25][CH:26]=[CH:27][N:28]=3)[CH2:17][C:18]3[CH:19]=[CH:20][CH:21]=[CH:22][CH:23]=3)=[O:6])[CH3:46])=[O:45])[CH:42]([CH3:44])[CH3:43])=[O:68])=[O:63])[C:59]3[C:51](=[CH:50][CH:49]=[CH:48][CH:47]=3)[C:52]=2[CH:53]=[CH:54][CH:55]=1. (3) The product is: [OH:10][CH:9]1[CH2:8][CH2:7][N:6]([C:13]([O:15][C:16]([CH3:19])([CH3:18])[CH3:17])=[O:14])[CH2:5][CH:4]1[C:3]([F:2])([F:11])[F:12]. Given the reactants Cl.[F:2][C:3]([F:12])([F:11])[CH:4]1[CH:9]([OH:10])[CH2:8][CH2:7][NH:6][CH2:5]1.[C:13](O[C:13]([O:15][C:16]([CH3:19])([CH3:18])[CH3:17])=[O:14])([O:15][C:16]([CH3:19])([CH3:18])[CH3:17])=[O:14].C(N(C(C)C)C(C)C)C, predict the reaction product. (4) The product is: [OH:1][C@@H:2]([C@H:4]1[C:25](=[O:26])[N:6]2[C:7]([C:12]([O:14][CH2:15][C:16]3[CH:21]=[CH:20][C:19]([N+:22]([O-:24])=[O:23])=[CH:18][CH:17]=3)=[O:13])=[C:8]([C:51]3[S:50][C:49]4=[C:45]([C:43]([C@@H:39]5[CH2:40][CH2:41][CH2:42][N:38]5[C:36]([O:35][CH2:34][C:33]5[CH:66]=[CH:67][C:30]([N+:27]([O-:29])=[O:28])=[CH:31][CH:32]=5)=[O:37])=[O:44])[N:46]=[CH:47][N:48]4[CH:52]=3)[C@H:9]([CH3:10])[C@H:5]12)[CH3:3]. Given the reactants [OH:1][C@@H:2]([C@H:4]1[C:25](=[O:26])[N:6]2[C@@H:7]([C:12]([O:14][CH2:15][C:16]3[CH:21]=[CH:20][C:19]([N+:22]([O-:24])=[O:23])=[CH:18][CH:17]=3)=[O:13])[C:8](=O)[C@H:9]([CH3:10])[C@H:5]12)[CH3:3].[N+:27]([C:30]1[CH:67]=[CH:66][C:33]([CH2:34][O:35][C:36]([N:38]2[CH2:42][CH2:41][CH2:40][C@H:39]2[C:43]([C:45]2[N:46]=[CH:47][N:48]3[CH:52]=[C:51]([Sn](CCCC)(CCCC)CCCC)[S:50][C:49]=23)=[O:44])=[O:37])=[CH:32][CH:31]=1)([O-:29])=[O:28], predict the reaction product.